From a dataset of Catalyst prediction with 721,799 reactions and 888 catalyst types from USPTO. Predict which catalyst facilitates the given reaction. (1) Reactant: [CH3:1][CH:2]([OH:7])[CH2:3][CH:4]([OH:6])[CH3:5].N1C=CC=CC=1.[C:14](Cl)(=[O:21])[C:15]1[CH:20]=[CH:19][CH:18]=[CH:17][CH:16]=1. Product: [C:14]([O:6][CH:4]([CH2:3][CH:2]([OH:7])[CH3:1])[CH3:5])(=[O:21])[C:15]1[CH:20]=[CH:19][CH:18]=[CH:17][CH:16]=1. The catalyst class is: 1. (2) Reactant: [NH2:1][C:2](=[N:11][OH:12])[C:3](=[N:6][O:7][CH:8]([CH3:10])[CH3:9])[C:4]#[N:5].NC(=NOC(C)C)C(=N[O:19]C(C)C)C#N.OO.C(=O)([O-])[O-].[K+].[K+].S([O-])([O-])(=O)=S.[Na+].[Na+]. Product: [NH2:1][C:2](=[N:11][OH:12])[C:3](=[N:6][O:7][CH:8]([CH3:9])[CH3:10])[C:4]([NH2:5])=[O:19]. The catalyst class is: 376. (3) Reactant: Cl.[NH2:2][NH2:3].CCN(C(C)C)C(C)C.[CH2:13]([O:15][C:16](=[O:28])/[C:17](=[CH:24]/OCC)/[C:18](=O)[C:19]([F:22])([F:21])[F:20])[CH3:14]. Product: [F:20][C:19]([F:22])([F:21])[C:18]1[NH:3][N:2]=[CH:24][C:17]=1[C:16]([O:15][CH2:13][CH3:14])=[O:28]. The catalyst class is: 14. (4) Reactant: [NH2:1][C:2]1[N:3]=[C:4]([Cl:23])[C:5]2[CH2:10][C:9](=[O:11])[N:8]([CH2:12][C:13]3[C:18]([CH3:19])=[C:17]([O:20][CH3:21])[C:16]([CH3:22])=[CH:15][N:14]=3)[C:6]=2[N:7]=1.C[C:25]1[C:29]([C:30](=[O:40])[CH2:31][O:32][CH2:33][CH2:34][N:35]2[CH2:39][CH2:38][CH2:37][CH2:36]2)=[C:28](C)[NH:27][C:26]=1[CH:42]=O.N1CCCCC1. Product: [NH2:1][C:2]1[N:3]=[C:4]([Cl:23])[C:5]2=[C:6]([N:8]([CH2:12][C:13]3[C:18]([CH3:19])=[C:17]([O:20][CH3:21])[C:16]([CH3:22])=[CH:15][N:14]=3)[C:9](=[O:11])/[C:10]/2=[CH:42]\[C:26]2[NH:27][CH:28]=[C:29]([C:30](=[O:40])[CH2:31][O:32][CH2:33][CH2:34][N:35]3[CH2:39][CH2:38][CH2:37][CH2:36]3)[CH:25]=2)[N:7]=1. The catalyst class is: 14. (5) Reactant: [CH2:1]([O:8][C:9]1[CH:14]=[CH:13][NH:12][C:11](=[O:15])[CH:10]=1)[C:2]1[CH:7]=[CH:6][CH:5]=[CH:4][CH:3]=1.I[CH2:17][CH2:18][C:19]1[CH:24]=[CH:23][C:22]([CH2:25][OH:26])=[CH:21][CH:20]=1.C(=O)([O-])[O-].[Cs+].[Cs+]. Product: [CH2:1]([O:8][C:9]1[CH:14]=[CH:13][N:12]([CH2:17][CH2:18][C:19]2[CH:24]=[CH:23][C:22]([CH2:25][OH:26])=[CH:21][CH:20]=2)[C:11](=[O:15])[CH:10]=1)[C:2]1[CH:3]=[CH:4][CH:5]=[CH:6][CH:7]=1. The catalyst class is: 3. (6) Reactant: [CH3:1][O:2][C:3]1[CH:4]=[C:5](Br)[CH:6]=[CH:7][C:8]=1[O:9][CH3:10].[Mg].[CH3:13][C:14]1([CH3:21])[CH2:18][C:17](=[O:19])[O:16][C:15]1=[O:20].[Cl-].[NH4+]. Product: [CH3:1][O:2][C:3]1[CH:4]=[C:5]([C:17](=[O:19])[CH2:18][C:14]([CH3:21])([CH3:13])[C:15]([OH:20])=[O:16])[CH:6]=[CH:7][C:8]=1[O:9][CH3:10]. The catalyst class is: 7. (7) Reactant: Br[C:2]1[C:7]2[S:8][CH:9]=[CH:10][C:6]=2[CH:5]=[CH:4][CH:3]=1.C([O:14][B:15](OC(C)C)[O:16]C(C)C)(C)C.C([Li])CCC. Product: [S:8]1[CH:9]=[CH:10][C:6]2[CH:5]=[CH:4][CH:3]=[C:2]([B:15]([OH:16])[OH:14])[C:7]1=2. The catalyst class is: 7. (8) Reactant: [NH2:1][CH2:2][C:3]1[C:11]2[S:10](=[O:13])(=[O:12])[N:9]=[C:8]([C:14]3[C:15](=[O:30])[N:16]([NH:25][CH2:26][CH:27]4[CH2:29][CH2:28]4)[C:17]4[C:22]([C:23]=3[OH:24])=[CH:21][CH:20]=[CH:19][CH:18]=4)[NH:7][C:6]=2[S:5][CH:4]=1.C(N(CC)CC)C.[CH2:38]([S:40](Cl)(=[O:42])=[O:41])[CH3:39]. The catalyst class is: 9. Product: [CH:27]1([CH2:26][NH:25][N:16]2[C:17]3[C:22](=[CH:21][CH:20]=[CH:19][CH:18]=3)[C:23]([OH:24])=[C:14]([C:8]3[NH:7][C:6]4[S:5][CH:4]=[C:3]([CH2:2][NH:1][S:40]([CH2:38][CH3:39])(=[O:42])=[O:41])[C:11]=4[S:10](=[O:12])(=[O:13])[N:9]=3)[C:15]2=[O:30])[CH2:28][CH2:29]1. (9) Reactant: [CH3:1][C:2]1[N:7]=[C:6](/[CH:8]=[CH:9]/[C:10]2[CH:15]=[CH:14][CH:13]=[C:12](C(F)(F)F)[CH:11]=2)[N:5]=[C:4]([N:20]2[CH2:29][CH2:28][C:27]3[C:22](=CC=CC=3)C2)[CH:3]=1.[Cl:30]C1C=C(C)N=C(C=CC2C=CC=C(Cl)C=2)N=1.N1CCCC1. Product: [Cl:30][C:12]1[CH:11]=[C:10](/[CH:9]=[CH:8]/[C:6]2[N:7]=[C:2]([CH3:1])[CH:3]=[C:4]([N:20]3[CH2:29][CH2:28][CH2:27][CH2:22]3)[N:5]=2)[CH:15]=[CH:14][CH:13]=1. The catalyst class is: 91. (10) Reactant: [CH2:1]([O:7][C:8]1[CH:13]=[CH:12][N:11]=[C:10]([CH2:14]O)[C:9]=1[CH3:16])[CH2:2][CH2:3][CH2:4][CH2:5][CH3:6].S(Cl)([Cl:19])=O. Product: [CH2:1]([O:7][C:8]1[CH:13]=[CH:12][N:11]=[C:10]([CH2:14][Cl:19])[C:9]=1[CH3:16])[CH2:2][CH2:3][CH2:4][CH2:5][CH3:6]. The catalyst class is: 22.